From a dataset of Reaction yield outcomes from USPTO patents with 853,638 reactions. Predict the reaction yield, written as a fraction of the theoretical maximum amount of product (1.0 means a 100% yield; for example, 0.34 means a 34% yield). (1) The reactants are [C:1]1([C:7]([C:15]2[CH:20]=[CH:19][CH:18]=[CH:17][CH:16]=2)=[N:8][CH2:9][C:10]([O:12][CH2:13][CH3:14])=[O:11])[CH:6]=[CH:5][CH:4]=[CH:3][CH:2]=1.[CH3:21][C:22]([CH3:25])([O-])[CH3:23].[Na+].C(Cl)C(=C)C. The catalyst is CN(C=O)C. The product is [C:1]1([C:7](=[N:8][CH:9]([CH2:23][C:22]([CH3:25])=[CH2:21])[C:10]([O:12][CH2:13][CH3:14])=[O:11])[C:15]2[CH:20]=[CH:19][CH:18]=[CH:17][CH:16]=2)[CH:2]=[CH:3][CH:4]=[CH:5][CH:6]=1. The yield is 0.910. (2) The product is [Cl:1][C:2]1[N:10]=[C:9]([CH3:11])[N:8]=[C:7]2[C:3]=1[N:4]=[CH:5][N:6]2[CH:24]1[CH2:25][CH2:26][CH2:27][CH2:28][O:23]1. The yield is 0.970. The reactants are [Cl:1][C:2]1[N:10]=[C:9]([CH3:11])[N:8]=[C:7]2[C:3]=1[N:4]=[CH:5][NH:6]2.C1(C)C=CC(S(O)(=O)=O)=CC=1.[O:23]1[CH:28]=[CH:27][CH2:26][CH2:25][CH2:24]1.C(=O)(O)[O-].[Na+]. The catalyst is C(Cl)Cl. (3) The reactants are [Br:1][C:2]1[CH:3]=[C:4]([NH:13][CH:14]2[CH2:19][CH2:18][S:17][CH2:16][CH2:15]2)[C:5]([CH3:12])=[C:6]([CH:11]=1)[C:7]([O:9][CH3:10])=[O:8].[CH:20](=O)[CH3:21].C(O)(=O)C.C(O[BH-](OC(=O)C)OC(=O)C)(=O)C.[Na+].C([O-])(O)=O.[Na+]. The catalyst is ClC(Cl)C. The product is [Br:1][C:2]1[CH:3]=[C:4]([N:13]([CH2:20][CH3:21])[CH:14]2[CH2:19][CH2:18][S:17][CH2:16][CH2:15]2)[C:5]([CH3:12])=[C:6]([CH:11]=1)[C:7]([O:9][CH3:10])=[O:8]. The yield is 0.740. (4) The reactants are [O:1]1[CH2:6][CH2:5][CH:4]([C:7]([O:9]C)=O)[CH2:3][CH2:2]1.Cl.[CH3:12][NH:13][O:14][CH3:15].C([Mg]Cl)(C)C.O. The catalyst is C1COCC1. The product is [CH3:15][O:14][N:13]([CH3:12])[C:7]([CH:4]1[CH2:3][CH2:2][O:1][CH2:6][CH2:5]1)=[O:9]. The yield is 0.580. (5) The reactants are C(N(C(C)C)C(C)C)C.C(P1(=O)OP(CCC)(=O)OP(CCC)(=O)O1)CC.[F:28][C:29]1[C:34]([O:35][CH3:36])=[CH:33][CH:32]=[CH:31][C:30]=1[C:37]1[O:41][N:40]=[C:39]([CH2:42][CH2:43][C@@:44]([CH3:52])([S:48]([CH3:51])(=[O:50])=[O:49])[C:45](O)=[O:46])[CH:38]=1.[O:53]1[CH2:58][CH2:57][CH2:56][CH2:55][CH:54]1[O:59][NH2:60]. The catalyst is CN(C1C=CN=CC=1)C.C(OCC)(=O)C.O. The product is [F:28][C:29]1[C:34]([O:35][CH3:36])=[CH:33][CH:32]=[CH:31][C:30]=1[C:37]1[O:41][N:40]=[C:39]([CH2:42][CH2:43][C@@:44]([CH3:52])([S:48]([CH3:51])(=[O:50])=[O:49])[C:45]([NH:60][O:59][CH:54]2[CH2:55][CH2:56][CH2:57][CH2:58][O:53]2)=[O:46])[CH:38]=1. The yield is 0.100. (6) The reactants are O[CH2:2][CH:3]([NH:5][S:6]([C:9]1[CH:14]=[CH:13][C:12]([C:15]2[C:16]3[C:17]4[CH:30]=[CH:29][S:28][C:18]=4[C:19](=[O:27])[NH:20][C:21]=3[CH:22]=[CH:23][C:24]=2[O:25][CH3:26])=[CH:11][CH:10]=1)(=[O:8])=[O:7])[CH3:4].C1(P(C2C=CC=CC=2)C2C=CC=CC=2)C=CC=CC=1.C1C(=O)N([Cl:57])C(=O)C1. The catalyst is CN(C=O)C.C(Cl)(Cl)(Cl)Cl.O. The product is [Cl:57][CH2:2][CH:3]([NH:5][S:6]([C:9]1[CH:14]=[CH:13][C:12]([C:15]2[C:16]3[C:17]4[CH:30]=[CH:29][S:28][C:18]=4[C:19](=[O:27])[NH:20][C:21]=3[CH:22]=[CH:23][C:24]=2[O:25][CH3:26])=[CH:11][CH:10]=1)(=[O:8])=[O:7])[CH3:4]. The yield is 0.740. (7) The reactants are [NH2:1][C:2]1[CH:7]=[CH:6][C:5]([CH:8]([CH3:12])[C:9]([OH:11])=[O:10])=[CH:4][CH:3]=1.C[Si](Cl)(C)C.C(N(CC)CC)C.CC([O:28][C:29]1[C:34]([C:35](Cl)=[O:36])=[CH:33][CH:32]=[CH:31][CH:30]=1)=O. The catalyst is C(Cl)Cl. The product is [C:35]([NH:1][C:2]1[CH:3]=[CH:4][C:5]([CH:8]([CH3:12])[C:9]([OH:11])=[O:10])=[CH:6][CH:7]=1)(=[O:36])[C:34]1[C:29](=[CH:30][CH:31]=[CH:32][CH:33]=1)[OH:28]. The yield is 0.520.